From a dataset of Peptide-MHC class I binding affinity with 185,985 pairs from IEDB/IMGT. Regression. Given a peptide amino acid sequence and an MHC pseudo amino acid sequence, predict their binding affinity value. This is MHC class I binding data. (1) The binding affinity (normalized) is 0.630. The MHC is HLA-B57:01 with pseudo-sequence HLA-B57:01. The peptide sequence is HSYLWDHQM. (2) The peptide sequence is KPKHLYVSM. The MHC is HLA-B15:17 with pseudo-sequence HLA-B15:17. The binding affinity (normalized) is 0.0847. (3) The peptide sequence is LERTSKASLER. The MHC is HLA-B42:01 with pseudo-sequence HLA-B42:01. The binding affinity (normalized) is 0. (4) The peptide sequence is KWADNNCYL. The MHC is HLA-A30:02 with pseudo-sequence HLA-A30:02. The binding affinity (normalized) is 0. (5) The peptide sequence is TSNPKTPKY. The MHC is HLA-A31:01 with pseudo-sequence HLA-A31:01. The binding affinity (normalized) is 0.0847. (6) The peptide sequence is HADQLTPAW. The MHC is HLA-A69:01 with pseudo-sequence HLA-A69:01. The binding affinity (normalized) is 0.0847. (7) The binding affinity (normalized) is 0.751. The MHC is Patr-A0401 with pseudo-sequence Patr-A0401. The peptide sequence is KSINKVYGK. (8) The peptide sequence is DAAVVFPPV. The MHC is HLA-A02:11 with pseudo-sequence HLA-A02:11. The binding affinity (normalized) is 0.0847. (9) The peptide sequence is SETLLPLTQY. The MHC is HLA-B44:03 with pseudo-sequence HLA-B44:03. The binding affinity (normalized) is 0.676.